Dataset: Reaction yield outcomes from USPTO patents with 853,638 reactions. Task: Predict the reaction yield, written as a fraction of the theoretical maximum amount of product (1.0 means a 100% yield; for example, 0.34 means a 34% yield). The reactants are [SH:1][C:2]1[S:3][C:4]2[CH2:13][C:12]3[C:11]([O:14][CH2:15][C:16]([O:18]CC)=[O:17])=[CH:10][CH:9]=[CH:8][C:7]=3[C:5]=2[N:6]=1.Br[CH2:22][CH:23]=[CH:24][C:25]1[CH:30]=[CH:29][CH:28]=[CH:27][CH:26]=1. No catalyst specified. The product is [C:25]1([CH:24]=[CH:23][CH2:22][S:1][C:2]2[S:3][C:4]3[CH2:13][C:12]4[C:11]([O:14][CH2:15][C:16]([OH:18])=[O:17])=[CH:10][CH:9]=[CH:8][C:7]=4[C:5]=3[N:6]=2)[CH:30]=[CH:29][CH:28]=[CH:27][CH:26]=1. The yield is 0.500.